The task is: Predict the reactants needed to synthesize the given product.. This data is from Retrosynthesis with 50K atom-mapped reactions and 10 reaction types from USPTO. (1) Given the product O=C(NC1CCCOC1)c1ccc2nonc2c1, predict the reactants needed to synthesize it. The reactants are: NC1CCCOC1.O=C(Cl)c1ccc2nonc2c1. (2) Given the product CCSc1ccc([N+](=O)[O-])cc1, predict the reactants needed to synthesize it. The reactants are: CCS.O=[N+]([O-])c1ccc(Cl)cc1. (3) Given the product COc1cc[nH]c1/C=C1\C(=O)Nc2cccc(C#CCOCCO)c21, predict the reactants needed to synthesize it. The reactants are: C#CCOCCO.COc1cc[nH]c1/C=C1\C(=O)Nc2cccc(I)c21. (4) Given the product Nc1ccc(Oc2ccnc(N)c2C#Cc2ccccn2)c(F)c1, predict the reactants needed to synthesize it. The reactants are: Nc1nccc(Oc2ccc([N+](=O)[O-])cc2F)c1C#Cc1ccccn1. (5) Given the product CCOc1ccc(CCn2c3c(c4cc(C)ccc42)CN(C)CC3)cc1, predict the reactants needed to synthesize it. The reactants are: CCOc1ccc(CCBr)cc1.Cc1ccc2[nH]c3c(c2c1)CN(C)CC3. (6) Given the product COc1cc(C(C)=O)ccc1OCCCN1CCC(C(O)(c2ccccc2)c2ccc(F)cc2)CC1, predict the reactants needed to synthesize it. The reactants are: COc1cc(C(C)=O)ccc1OCCCCl.OC(c1ccccc1)(c1ccc(F)cc1)C1CCNCC1.